From a dataset of CYP2D6 inhibition data for predicting drug metabolism from PubChem BioAssay. Regression/Classification. Given a drug SMILES string, predict its absorption, distribution, metabolism, or excretion properties. Task type varies by dataset: regression for continuous measurements (e.g., permeability, clearance, half-life) or binary classification for categorical outcomes (e.g., BBB penetration, CYP inhibition). Dataset: cyp2d6_veith. (1) The compound is COC(=O)C1CCC(C)(C(=O)Nc2ccccc2)C1(C)C. The result is 0 (non-inhibitor). (2) The molecule is O.O.O.O.O=C([O-])c1ccccc1-c1c2cc(Br)c(=O)cc-2oc2c([Hg])c([O-])c(Br)cc12.[Na+].[Na+]. The result is 0 (non-inhibitor). (3) The molecule is CCSc1nnc2n(N)c(=O)c3ccccc3n12. The result is 0 (non-inhibitor). (4) The molecule is CCN(CC)c1ccc(N2C(=O)/C(=C\c3cccnc3)SC2=S)cc1. The result is 0 (non-inhibitor).